Dataset: hERG Central: cardiac toxicity at 1µM, 10µM, and general inhibition. Task: Predict hERG channel inhibition at various concentrations. (1) The compound is CSCCC(=O)N(C)CC1CCCN(CCc2cccc(C(F)(F)F)c2)C1. Results: hERG_inhib (hERG inhibition (general)): blocker. (2) Results: hERG_inhib (hERG inhibition (general)): blocker. The molecule is O=C(NCCc1ccc(C(F)(F)F)cc1)C1CCC(=O)N(CCCc2ccccc2)C1. (3) The compound is COc1cccc(CC2(CO)CCCN(Cc3[nH]c4ccc(C)cc4c3C)C2)c1. Results: hERG_inhib (hERG inhibition (general)): blocker. (4) The drug is O=C(NC1CC1)C1=C[C@@H](c2ccc(C(F)(F)F)cc2)C[C@@H](OCc2ccc(CO)cc2)O1. Results: hERG_inhib (hERG inhibition (general)): blocker. (5) The drug is CC1CC(C)CN(CCCCOc2ccc([N+](=O)[O-])cc2)C1.O=C(O)C(=O)O. Results: hERG_inhib (hERG inhibition (general)): blocker. (6) The molecule is COc1ccc(Br)cc1CN(C)C(=O)Cc1ccc(S(=O)(=O)N2CCOCC2)s1. Results: hERG_inhib (hERG inhibition (general)): blocker. (7) Results: hERG_inhib (hERG inhibition (general)): blocker. The molecule is COc1ccccc1N1CCN(CC(O)COc2ccc(C)c(C)c2)CC1.Cl. (8) The molecule is CC(=O)c1ccccc1OCCCCN1CCCCC1.O=C(O)C(=O)O. Results: hERG_inhib (hERG inhibition (general)): blocker. (9) The compound is COc1ccc(N2CCN(C(=O)CCCSc3nc4ccccc4[nH]3)CC2)cc1. Results: hERG_inhib (hERG inhibition (general)): blocker. (10) The drug is COc1cc2c(C(=O)N3CCN(C4CCCCC4)CC3)cn(CC(C)C)c(=O)c2cc1OC. Results: hERG_inhib (hERG inhibition (general)): blocker.